From a dataset of Reaction yield outcomes from USPTO patents with 853,638 reactions. Predict the reaction yield, written as a fraction of the theoretical maximum amount of product (1.0 means a 100% yield; for example, 0.34 means a 34% yield). (1) The reactants are [F:1][C:2]1[CH:7]=[CH:6][CH:5]=[C:4]([F:8])[C:3]=1[S:9]([NH:12][C:13]1[CH:14]=[C:15]([CH:21]=[CH:22][C:23]=1[F:24])[C:16](OCC)=[O:17])(=[O:11])=[O:10].[Li+].C[Si]([N-][Si](C)(C)C)(C)C.[Cl:35][C:36]1[N:41]=[C:40]([CH3:42])[CH:39]=[CH:38][N:37]=1. The catalyst is C1COCC1. The product is [Cl:35][C:36]1[N:41]=[C:40]([CH2:42][C:16]([C:15]2[CH:21]=[CH:22][C:23]([F:24])=[C:13]([NH:12][S:9]([C:3]3[C:2]([F:1])=[CH:7][CH:6]=[CH:5][C:4]=3[F:8])(=[O:11])=[O:10])[CH:14]=2)=[O:17])[CH:39]=[CH:38][N:37]=1. The yield is 0.500. (2) The reactants are O.[CH3:2][C:3]1([CH3:30])[O:8][CH2:7][CH:6]([CH2:9][O:10][C:11]2[C:16]([CH3:17])=[CH:15][N:14]=[C:13]([CH2:18][S:19][C:20]3[NH:24][C:23]4[CH:25]=[CH:26][CH:27]=[CH:28][C:22]=4[N:21]=3)[C:12]=2[CH3:29])[CH2:5][O:4]1.C(N(CC)C(C)C)(C)C.[O-]O.C1(C(C)C)C=CC=CC=1.C(=O)([O-])[OH:52].[Na+]. The catalyst is CC(C)[O-].[Ti+4].CC(C)[O-].CC(C)[O-].CC(C)[O-].C1(C)C=CC=CC=1. The product is [CH3:2][C:3]1([CH3:30])[O:4][CH2:5][CH:6]([CH2:9][O:10][C:11]2[C:16]([CH3:17])=[CH:15][N:14]=[C:13]([CH2:18][S:19]([C:20]3[NH:21][C:22]4[CH:28]=[CH:27][CH:26]=[CH:25][C:23]=4[N:24]=3)=[O:52])[C:12]=2[CH3:29])[CH2:7][O:8]1. The yield is 0.844. (3) The reactants are C[O:2][C:3](=[O:21])[C:4]1[CH:9]=[CH:8][C:7]([NH:10][C:11]2[C:12]3[N:13]([N:18]=[CH:19][N:20]=3)[C:14]([Br:17])=[CH:15][N:16]=2)=[CH:6][CH:5]=1.O.[OH-].[Li+].CO. The yield is 0.490. The catalyst is C1COCC1.O. The product is [Br:17][C:14]1[N:13]2[N:18]=[CH:19][N:20]=[C:12]2[C:11]([NH:10][C:7]2[CH:6]=[CH:5][C:4]([C:3]([OH:21])=[O:2])=[CH:9][CH:8]=2)=[N:16][CH:15]=1. (4) The yield is 0.520. The product is [N:1]1([C:12]2[CH:19]=[CH:18][C:15]([C:16]#[N:17])=[CH:14][CH:13]=2)[CH2:6][CH2:5][O:4][CH2:3][CH2:2]1. The reactants are [NH:1]1[CH2:6][CH2:5][O:4][CH2:3][CH2:2]1.FC(F)(F)S([C:12]1[CH:19]=[CH:18][C:15]([C:16]#[N:17])=[CH:14][CH:13]=1)(=O)=O. The catalyst is O. (5) The reactants are N[C@@H:2]([C:7]([OH:9])=[O:8])[C:3]([SH:6])([CH3:5])[CH3:4].[OH-].[Na+].Br[CH2:13][CH2:14][OH:15].C(=O)([O-])[O-].[Na+].[Na+].C(OC1C=CC(S(Cl)(=O)=O)=CC=1)#CCC. The catalyst is CO.CN(C=O)C. The product is [OH:15][CH2:14][CH2:13][S:6][C:3]([CH3:5])([CH3:4])[CH2:2][C:7]([OH:9])=[O:8]. The yield is 0.896. (6) The reactants are [NH2:1][C:2]1[S:12][C:5]2[CH2:6][O:7][C:8]([CH3:11])([CH3:10])[CH2:9][C:4]=2[C:3]=1[C:13]([O:15][C:16]([CH3:19])([CH3:18])[CH3:17])=[O:14].[CH3:20][O:21][C:22]1[CH:23]=[C:24]([CH:30]=[CH:31][CH:32]=1)[C:25]([N:27]=[C:28]=[S:29])=[O:26]. The catalyst is C1COCC1. The product is [C:16]([O:15][C:13]([C:3]1[C:4]2[CH2:9][C:8]([CH3:11])([CH3:10])[O:7][CH2:6][C:5]=2[S:12][C:2]=1[NH:1][C:28]([NH:27][C:25](=[O:26])[C:24]1[CH:30]=[CH:31][CH:32]=[C:22]([O:21][CH3:20])[CH:23]=1)=[S:29])=[O:14])([CH3:19])([CH3:18])[CH3:17]. The yield is 0.680.